The task is: Predict the product of the given reaction.. This data is from Forward reaction prediction with 1.9M reactions from USPTO patents (1976-2016). (1) Given the reactants [NH2:1][C:2]1[CH:3]=[CH:4][C:5]([Cl:11])=[C:6]([CH:10]=1)[C:7]([OH:9])=[O:8].[F:12][C:13]1[C:20]([F:21])=[C:19]([C:22]([F:25])([F:24])[F:23])[C:18]([F:26])=[C:17]([F:27])[C:14]=1[CH2:15]Br, predict the reaction product. The product is: [Cl:11][C:5]1[CH:4]=[CH:3][C:2]([NH:1][CH2:15][C:14]2[C:17]([F:27])=[C:18]([F:26])[C:19]([C:22]([F:23])([F:25])[F:24])=[C:20]([F:21])[C:13]=2[F:12])=[CH:10][C:6]=1[C:7]([OH:9])=[O:8]. (2) Given the reactants [C:1]1([C@H:7]2[NH:12][CH2:11][C@@H:10]([CH2:13][OH:14])[O:9][CH2:8]2)[CH:6]=[CH:5][CH:4]=[CH:3][CH:2]=1.Br[C:16]1[CH:17]=[CH:18][C:19]2[O:20][CH2:21][C:22](=[O:26])[NH:23][C:24]=2[N:25]=1, predict the reaction product. The product is: [OH:14][CH2:13][C@@H:10]1[CH2:11][N:12]([C:16]2[CH:17]=[CH:18][C:19]3[O:20][CH2:21][C:22](=[O:26])[NH:23][C:24]=3[N:25]=2)[C@H:7]([C:1]2[CH:2]=[CH:3][CH:4]=[CH:5][CH:6]=2)[CH2:8][O:9]1. (3) Given the reactants [Si:1]([N:18]1[C:21](=[O:22])[CH2:20][C@H:19]1[CH:23]=O)([C:14]([CH3:17])([CH3:16])[CH3:15])([C:8]1[CH:13]=[CH:12][CH:11]=[CH:10][CH:9]=1)[C:2]1[CH:7]=[CH:6][CH:5]=[CH:4][CH:3]=1.N1C=CC=CC=1.Cl.[CH3:32][O:33][NH2:34].CC(=O)OCC, predict the reaction product. The product is: [CH3:32][O:33][N:34]=[CH:23][C@@H:19]1[CH2:20][C:21](=[O:22])[N:18]1[Si:1]([C:14]([CH3:15])([CH3:16])[CH3:17])([C:2]1[CH:7]=[CH:6][CH:5]=[CH:4][CH:3]=1)[C:8]1[CH:13]=[CH:12][CH:11]=[CH:10][CH:9]=1. (4) The product is: [C:25]([O:24][C:22]([NH:21][C@@H:10]1[CH2:9][C@H:8]([C:7]2[CH:6]=[CH:5][N:4]=[CH:3][C:2]=2[N:1]=[C:29]=[S:30])[CH2:13][C@H:12]([CH3:14])[C@@H:11]1[N:15]([CH3:20])[C:16](=[O:19])[O:17][CH3:18])=[O:23])([CH3:27])([CH3:26])[CH3:28]. Given the reactants [NH2:1][C:2]1[CH:3]=[N:4][CH:5]=[CH:6][C:7]=1[C@@H:8]1[CH2:13][C@H:12]([CH3:14])[C@H:11]([N:15]([CH3:20])[C:16](=[O:19])[O:17][CH3:18])[C@H:10]([NH:21][C:22]([O:24][C:25]([CH3:28])([CH3:27])[CH3:26])=[O:23])[CH2:9]1.[C:29](N1C=CN=C1)(N1C=CN=C1)=[S:30], predict the reaction product. (5) Given the reactants [F:1][C:2]1[CH:7]=[CH:6][C:5]([C:8]2[CH2:12][CH2:11][CH:10]([N:13]3C(=O)C4C(=CC=CC=4)C3=O)[CH:9]=2)=[CH:4][CH:3]=1.O.NN, predict the reaction product. The product is: [F:1][C:2]1[CH:3]=[CH:4][C:5]([C:8]2[CH2:12][CH2:11][CH:10]([NH2:13])[CH:9]=2)=[CH:6][CH:7]=1. (6) Given the reactants C(NC(C)C)(C)C.C([Li])CCC.[Br:13][C:14]1[CH:19]=[CH:18][CH:17]=[C:16]([CH3:20])[N:15]=1.[Cl-].[Ce+3].[Cl-].[Cl-].[CH2:25]([N:32]1[CH2:37][CH2:36][C:35](=[O:38])[CH2:34][CH2:33]1)[C:26]1[CH:31]=[CH:30][CH:29]=[CH:28][CH:27]=1.[Cl-].[NH4+], predict the reaction product. The product is: [CH2:25]([N:32]1[CH2:37][CH2:36][C:35]([CH2:20][C:16]2[CH:17]=[CH:18][CH:19]=[C:14]([Br:13])[N:15]=2)([OH:38])[CH2:34][CH2:33]1)[C:26]1[CH:27]=[CH:28][CH:29]=[CH:30][CH:31]=1.